Dataset: Peptide-MHC class I binding affinity with 185,985 pairs from IEDB/IMGT. Task: Regression. Given a peptide amino acid sequence and an MHC pseudo amino acid sequence, predict their binding affinity value. This is MHC class I binding data. (1) The peptide sequence is RALIFILLTA. The MHC is HLA-A02:06 with pseudo-sequence HLA-A02:06. The binding affinity (normalized) is 0.543. (2) The peptide sequence is PARFYPKVTK. The MHC is Patr-A0101 with pseudo-sequence Patr-A0101. The binding affinity (normalized) is 0.135. (3) The peptide sequence is ATRRMIQL. The binding affinity (normalized) is 0. The MHC is HLA-A68:02 with pseudo-sequence HLA-A68:02. (4) The MHC is HLA-A33:01 with pseudo-sequence HLA-A33:01. The peptide sequence is TMRIYCSLFK. The binding affinity (normalized) is 0.581. (5) The peptide sequence is FIIFSLCL. The MHC is H-2-Kb with pseudo-sequence H-2-Kb. The binding affinity (normalized) is 0.0735. (6) The peptide sequence is RQGLERALL. The MHC is HLA-B35:01 with pseudo-sequence HLA-B35:01. The binding affinity (normalized) is 0. (7) The peptide sequence is GDLCGSVFLV. The MHC is Patr-B2401 with pseudo-sequence Patr-B2401. The binding affinity (normalized) is 0.768.